This data is from Full USPTO retrosynthesis dataset with 1.9M reactions from patents (1976-2016). The task is: Predict the reactants needed to synthesize the given product. The reactants are: [CH:1]1([C:7]2([CH3:15])[N:11]([CH3:12])[C:10](=[O:13])[NH:9][C:8]2=[O:14])[CH2:6][CH2:5][CH2:4][CH2:3][CH2:2]1.Br[CH2:17][C:18]([C:20]1[CH:25]=[C:24]([OH:26])[CH:23]=[C:22]([OH:27])[CH:21]=1)=[O:19]. Given the product [CH:1]1([C:7]2([CH3:15])[N:11]([CH3:12])[C:10](=[O:13])[N:9]([CH2:17][C:18]([C:20]3[CH:21]=[C:22]([OH:27])[CH:23]=[C:24]([OH:26])[CH:25]=3)=[O:19])[C:8]2=[O:14])[CH2:2][CH2:3][CH2:4][CH2:5][CH2:6]1, predict the reactants needed to synthesize it.